Dataset: Catalyst prediction with 721,799 reactions and 888 catalyst types from USPTO. Task: Predict which catalyst facilitates the given reaction. (1) Reactant: [NH:1](C(OC(C)(C)C)=O)[C@H:2]([C:5]([OH:7])=[O:6])[CH2:3][NH2:4].[NH2:15][C:16]1[CH:25]=[CH:24][C:23]2[C:18](=[CH:19][CH:20]=[CH:21][CH:22]=2)[N:17]=1.[F:26][C:27]([F:32])([F:31])[C:28]([OH:30])=[O:29]. Product: [NH2:1][C@H:2]([C:5]([OH:7])=[O:6])[CH2:3][NH2:4].[F:26][C:27]([F:32])([F:31])[C:28]([OH:30])=[O:29].[NH2:15][C:16]1[CH:25]=[CH:24][C:23]2[C:18](=[CH:19][CH:20]=[CH:21][CH:22]=2)[N:17]=1. The catalyst class is: 2. (2) Reactant: [OH:1][C:2]1[CH:3]=[C:4]([C:12]([O:14][CH3:15])=[O:13])[CH:5]=[C:6]([CH:11]=1)[C:7]([O:9][CH3:10])=[O:8].ClCCl.[CH3:19][S:20](Cl)(=[O:22])=[O:21]. Product: [CH3:19][S:20]([O:1][C:2]1[CH:11]=[C:6]([C:7]([O:9][CH3:10])=[O:8])[CH:5]=[C:4]([CH:3]=1)[C:12]([O:14][CH3:15])=[O:13])(=[O:22])=[O:21]. The catalyst class is: 17. (3) Reactant: O[C:2]1([C:28]([F:31])([F:30])[F:29])[N:6]([C:7]2[N:8]=[CH:9][C:10]([NH:13][C:14]([CH:16]3[CH2:21][CH2:20][CH2:19][CH2:18][CH2:17]3)=[O:15])=[N:11][CH:12]=2)[N:5]=[C:4]([C:22]2[CH:23]=[N:24][CH:25]=[CH:26][CH:27]=2)[CH2:3]1. Product: [N:24]1[CH:25]=[CH:26][CH:27]=[C:22]([C:4]2[CH:3]=[C:2]([C:28]([F:29])([F:30])[F:31])[N:6]([C:7]3[N:8]=[CH:9][C:10]([NH:13][C:14]([CH:16]4[CH2:21][CH2:20][CH2:19][CH2:18][CH2:17]4)=[O:15])=[N:11][CH:12]=3)[N:5]=2)[CH:23]=1. The catalyst class is: 15. (4) Reactant: Cl[C:2]1[CH:3]=[CH:4][C:5]([N+:15]([O-:17])=[O:16])=[C:6]([NH:8][S:9]([CH:12]([CH3:14])[CH3:13])(=[O:11])=[O:10])C=1.[C:18]1([C:24]#[CH:25])[CH:23]=[CH:22][CH:21]=[CH:20][CH:19]=1.C1(P(C2C=CC=CC=2)C2C=CC=CC=2)C=CC=CC=1.C([N:47](CC)CC)C. Product: [N+:15]([C:5]1[C:6]([NH:8][S:9]([CH:12]([CH3:14])[CH3:13])(=[O:11])=[O:10])=[N:47][C:2]([C:25]#[C:24][C:18]2[CH:23]=[CH:22][CH:21]=[CH:20][CH:19]=2)=[CH:3][CH:4]=1)([O-:17])=[O:16]. The catalyst class is: 356. (5) Reactant: C(O)(C(F)(F)F)=O.C(OC([N:15]1[CH2:20][CH2:19][N:18]([CH:21]2[CH2:26][CH2:25][CH2:24][N:23]([CH2:27][C:28]3[CH:33]=[CH:32][CH:31]=[CH:30][CH:29]=3)[CH2:22]2)[CH2:17][CH2:16]1)=O)(C)(C)C. The catalyst class is: 2. Product: [CH2:27]([N:23]1[CH2:24][CH2:25][CH2:26][CH:21]([N:18]2[CH2:19][CH2:20][NH:15][CH2:16][CH2:17]2)[CH2:22]1)[C:28]1[CH:29]=[CH:30][CH:31]=[CH:32][CH:33]=1. (6) Reactant: [Li+].[C:2]([C:6]1[CH:11]=[CH:10][C:9]([N:12]2[CH2:17][CH2:16][CH:15]([CH2:18][CH2:19][C:20]([O-])=[O:21])[CH2:14][CH2:13]2)=[CH:8][CH:7]=1)([CH3:5])([CH3:4])[CH3:3].F[P-](F)(F)(F)(F)F.CN(C)C(ON1C2C=CC=CC=2N=N1)=[N+](C)C.Cl.[N+:48]([C:51]1[CH:56]=[CH:55][C:54]([NH:57][CH:58]2[CH2:63][CH2:62][NH:61][CH2:60][CH2:59]2)=[CH:53][C:52]=1[C:64]([F:67])([F:66])[F:65])([O-:50])=[O:49].C(N(C(C)C)CC)(C)C.[O-2].[Al+3].[O-2].[O-2].[Al+3]. Product: [C:2]([C:6]1[CH:11]=[CH:10][C:9]([N:12]2[CH2:13][CH2:14][CH:15]([CH2:18][CH2:19][C:20]([N:61]3[CH2:60][CH2:59][CH:58]([NH:57][C:54]4[CH:55]=[CH:56][C:51]([N+:48]([O-:50])=[O:49])=[C:52]([C:64]([F:67])([F:65])[F:66])[CH:53]=4)[CH2:63][CH2:62]3)=[O:21])[CH2:16][CH2:17]2)=[CH:8][CH:7]=1)([CH3:5])([CH3:3])[CH3:4]. The catalyst class is: 213. (7) Reactant: [O:1]=[C:2]1[CH:20]=[C:19]([CH:21]2[CH2:26][CH2:25][N:24](C(OC(C)(C)C)=O)[CH2:23][CH2:22]2)[N:5]2[N:6]=[C:7]3[C:12]([C:11]([C:13]4[CH:14]=[N:15][CH:16]=[CH:17][CH:18]=4)=[CH:10][CH:9]=[CH:8]3)=[C:4]2[NH:3]1.[ClH:34]. Product: [ClH:34].[NH:24]1[CH2:25][CH2:26][CH:21]([C:19]2[N:5]3[N:6]=[C:7]4[C:12]([C:11]([C:13]5[CH:14]=[N:15][CH:16]=[CH:17][CH:18]=5)=[CH:10][CH:9]=[CH:8]4)=[C:4]3[NH:3][C:2](=[O:1])[CH:20]=2)[CH2:22][CH2:23]1. The catalyst class is: 12. (8) The catalyst class is: 8. Reactant: [OH:1][CH:2]([CH3:17])[CH2:3][N:4]1[C:12]2=[C:13]([OH:16])[CH:14]=[CH:15][C:10]3=[C:11]2[C:6]([CH2:7][CH2:8][CH2:9]3)=[N:5]1. Product: [CH2:15]([O:16][C:13]1[C:12]2[N:4]([CH2:3][CH:2]([OH:1])[CH3:17])[N:5]=[C:6]3[CH2:7][CH2:8][CH2:9][C:10]([C:11]=23)=[CH:15][CH:14]=1)[C:10]1[CH:11]=[CH:6][CH:7]=[CH:8][CH:9]=1.